Dataset: Reaction yield outcomes from USPTO patents with 853,638 reactions. Task: Predict the reaction yield, written as a fraction of the theoretical maximum amount of product (1.0 means a 100% yield; for example, 0.34 means a 34% yield). (1) The reactants are B(F)(F)F.CCOCC.[Cl:10][C:11]1[CH:12]=[C:13]2[C:19](N)=[N:18][NH:17][C:14]2=[N:15][N:16]=1.N(OCCC(C)C)=O.[I-:29].[Na+]. The catalyst is C1COCC1.C(OCC)C.CC(C)=O. The product is [Cl:10][C:11]1[CH:12]=[C:13]2[C:19]([I:29])=[N:18][NH:17][C:14]2=[N:15][N:16]=1. The yield is 0.460. (2) The reactants are C(O)(=O)[C@@H]([C@H](C(O)=O)O)O.[CH2:11]([O:13][C:14](=[O:30])[CH2:15][O:16][C:17]1[CH:22]=[C:21]([CH:23]2[CH2:28][CH2:27][CH2:26][NH:25][CH2:24]2)[CH:20]=[CH:19][C:18]=1[CH3:29])[CH3:12].CN(C)CCCN=C=NCC.[CH3:42][C:43]1[N:44]=[C:45]([C:51]2[CH:56]=[CH:55][C:54]([C:57]([F:60])([F:59])[F:58])=[CH:53][CH:52]=2)[S:46][C:47]=1[C:48](O)=[O:49]. The catalyst is C(OCC)(=O)C.C(OCC)C. The product is [CH2:11]([O:13][C:14](=[O:30])[CH2:15][O:16][C:17]1[CH:22]=[C:21]([CH:23]2[CH2:28][CH2:27][CH2:26][N:25]([C:48]([C:47]3[S:46][C:45]([C:51]4[CH:52]=[CH:53][C:54]([C:57]([F:60])([F:58])[F:59])=[CH:55][CH:56]=4)=[N:44][C:43]=3[CH3:42])=[O:49])[CH2:24]2)[CH:20]=[CH:19][C:18]=1[CH3:29])[CH3:12]. The yield is 0.760.